From a dataset of Reaction yield outcomes from USPTO patents with 853,638 reactions. Predict the reaction yield, written as a fraction of the theoretical maximum amount of product (1.0 means a 100% yield; for example, 0.34 means a 34% yield). (1) The catalyst is C1COCC1.CO.O.O. The product is [CH3:1][O:2][C@@H:3]1[CH2:7][CH2:6][N:5]([C:8]([C:10]2[S:18][C:17]3[C:12](=[N:13][CH:14]=[CH:15][C:16]=3[O:19][C:20]3[CH:21]=[CH:22][C:23]4[C:27]([C:28]([OH:30])=[O:29])=[C:26]([CH3:32])[S:25][C:24]=4[CH:33]=3)[CH:11]=2)=[O:9])[CH2:4]1. The reactants are [CH3:1][O:2][C@@H:3]1[CH2:7][CH2:6][N:5]([C:8]([C:10]2[S:18][C:17]3[C:12](=[N:13][CH:14]=[CH:15][C:16]=3[O:19][C:20]3[CH:21]=[CH:22][C:23]4[C:27]([C:28]([O:30]C)=[O:29])=[C:26]([CH3:32])[S:25][C:24]=4[CH:33]=3)[CH:11]=2)=[O:9])[CH2:4]1.O[Li].O.Cl. The yield is 0.450. (2) The reactants are [Cl:1][C:2]1[CH:3]=[C:4]([CH:18]=[CH:19][C:20]=1[Cl:21])[CH2:5][NH:6][C:7]1[CH:8]=[CH:9][C:10]2[N:11]([C:13](I)=[C:14]([CH3:16])[N:15]=2)[N:12]=1.[C:22]1([C:28]#[CH:29])[CH:27]=[CH:26][CH:25]=[CH:24][CH:23]=1.C(N(CC)CC)C. The catalyst is CN(C)C=O.ClCCl.Cl[Pd](Cl)([P](C1C=CC=CC=1)(C1C=CC=CC=1)C1C=CC=CC=1)[P](C1C=CC=CC=1)(C1C=CC=CC=1)C1C=CC=CC=1.[Cu]I. The product is [Cl:1][C:2]1[CH:3]=[C:4]([CH:18]=[CH:19][C:20]=1[Cl:21])[CH2:5][NH:6][C:7]1[CH:8]=[CH:9][C:10]2[N:11]([C:13]([C:29]#[C:28][C:22]3[CH:27]=[CH:26][CH:25]=[CH:24][CH:23]=3)=[C:14]([CH3:16])[N:15]=2)[N:12]=1. The yield is 0.530. (3) The reactants are [N:1]([C:4]1[C:13]([S:14][CH2:15][C:16]2[CH:21]=[CH:20][CH:19]=[CH:18][CH:17]=2)=[CH:12][C:7]([C:8]([O:10][CH3:11])=[O:9])=[C:6]([NH:22][C:23]2[CH:28]=[CH:27][CH:26]=[CH:25][C:24]=2[F:29])[C:5]=1[F:30])=[N+]=[N-].[H][H]. The catalyst is CO.[Pd]. The product is [NH2:1][C:4]1[C:13]([S:14][CH2:15][C:16]2[CH:21]=[CH:20][CH:19]=[CH:18][CH:17]=2)=[CH:12][C:7]([C:8]([O:10][CH3:11])=[O:9])=[C:6]([NH:22][C:23]2[CH:28]=[CH:27][CH:26]=[CH:25][C:24]=2[F:29])[C:5]=1[F:30]. The yield is 1.00.